Dataset: Peptide-MHC class I binding affinity with 185,985 pairs from IEDB/IMGT. Task: Regression. Given a peptide amino acid sequence and an MHC pseudo amino acid sequence, predict their binding affinity value. This is MHC class I binding data. (1) The peptide sequence is IVAPYIALL. The MHC is Mamu-A01 with pseudo-sequence Mamu-A01. The binding affinity (normalized) is 0.979. (2) The peptide sequence is QTVEDEARR. The MHC is HLA-B08:01 with pseudo-sequence HLA-B08:01. The binding affinity (normalized) is 0. (3) The peptide sequence is FMFNDLLKL. The MHC is HLA-A02:11 with pseudo-sequence HLA-A02:11. The binding affinity (normalized) is 1.00.